This data is from Reaction yield outcomes from USPTO patents with 853,638 reactions. The task is: Predict the reaction yield, written as a fraction of the theoretical maximum amount of product (1.0 means a 100% yield; for example, 0.34 means a 34% yield). (1) The reactants are [F:1][C:2]1[CH:7]=[C:6]([I:8])[CH:5]=[CH:4][C:3]=1[NH:9][C:10]1[CH:11]=[N+:12]([O-:36])[CH:13]=[CH:14][C:15]=1[C:16]([N:18]1[CH2:21][C:20]([C@@H:23]2[CH2:28][CH2:27][CH2:26][CH2:25][N:24]2C(OC(C)(C)C)=O)([OH:22])[CH2:19]1)=[O:17].Cl.[O:38]1CCO[CH2:40][CH2:39]1. The catalyst is CO. The product is [C:39]([O:22][C:20]1([C@@H:23]2[CH2:28][CH2:27][CH2:26][CH2:25][NH:24]2)[CH2:21][N:18]([C:16]([C:15]2[CH:14]=[CH:13][N+:12]([O-:36])=[CH:11][C:10]=2[NH:9][C:3]2[CH:4]=[CH:5][C:6]([I:8])=[CH:7][C:2]=2[F:1])=[O:17])[CH2:19]1)(=[O:38])[CH3:40]. The yield is 0.660. (2) The reactants are [CH3:1][N:2]([CH3:28])[C:3]([C:5]1[N:22]([CH:23]2[CH2:27][CH2:26][CH2:25][CH2:24]2)[C:8]2[N:9]=[C:10]([NH:13][C:14]3[CH:19]=[CH:18][C:17]([CH:20]=O)=[CH:16][N:15]=3)[N:11]=[CH:12][C:7]=2[CH:6]=1)=[O:4].[CH3:29][C@@H:30]1[CH2:35][NH:34][CH2:33][C@H:32]([CH3:36])[N:31]1[C:37]([O:39][C:40]([CH3:43])([CH3:42])[CH3:41])=[O:38]. No catalyst specified. The product is [C:40]([O:39][C:37]([N:31]1[C@H:32]([CH3:36])[CH2:33][N:34]([CH2:20][C:17]2[CH:16]=[N:15][C:14]([NH:13][C:10]3[N:11]=[CH:12][C:7]4[CH:6]=[C:5]([C:3](=[O:4])[N:2]([CH3:1])[CH3:28])[N:22]([CH:23]5[CH2:24][CH2:25][CH2:26][CH2:27]5)[C:8]=4[N:9]=3)=[CH:19][CH:18]=2)[CH2:35][C@@H:30]1[CH3:29])=[O:38])([CH3:43])([CH3:41])[CH3:42]. The yield is 0.740. (3) The reactants are [CH3:1][N:2]1[C:10]2[C:5](=[CH:6][C:7]([N+:11]([O-])=O)=[CH:8][CH:9]=2)[C:4]([C:14]2[CH:19]=[CH:18][CH:17]=[CH:16][CH:15]=2)=[C:3]1[C:20](O)=[O:21].Cl.CN(C)CCCN=C=NCC.Cl.[CH3:36][O:37][C:38](=[O:45])[C@H:39]([CH2:41][CH:42]([CH3:44])[CH3:43])[NH2:40].CN1CCOCC1.NN. The catalyst is C(Cl)Cl.[Ni]. The product is [NH2:11][C:7]1[CH:6]=[C:5]2[C:10](=[CH:9][CH:8]=1)[N:2]([CH3:1])[C:3]([C:20]([NH:40][C@H:39]([C:38]([O:37][CH3:36])=[O:45])[CH2:41][CH:42]([CH3:44])[CH3:43])=[O:21])=[C:4]2[C:14]1[CH:15]=[CH:16][CH:17]=[CH:18][CH:19]=1. The yield is 0.870. (4) The reactants are [C:1]([O:5][C:6]([N:8]([CH3:22])[CH2:9][CH2:10][C@H:11]1[CH2:16][CH2:15][C@H:14]([CH2:17][O:18]C(=O)C)[CH2:13][CH2:12]1)=[O:7])([CH3:4])([CH3:3])[CH3:2].C(=O)([O-])[O-].[K+].[K+]. The catalyst is CO. The product is [C:1]([O:5][C:6](=[O:7])[N:8]([CH2:9][CH2:10][C@H:11]1[CH2:12][CH2:13][C@H:14]([CH2:17][OH:18])[CH2:15][CH2:16]1)[CH3:22])([CH3:2])([CH3:4])[CH3:3]. The yield is 0.860. (5) The reactants are [CH3:1][O:2][C:3]1[C:4]([O:12][CH2:13][CH2:14][CH3:15])=[C:5]([CH:9]=[CH:10][CH:11]=1)[CH2:6][NH:7][CH3:8].CNCC1C=CC2C(=CC=CC=2)C=1CCC.[ClH:32].[N:33]1([CH2:39][CH2:40][N:41]2[CH2:46][C:45]3[CH:47]=[C:48](/[CH:51]=[CH:52]/[C:53]([OH:55])=O)[CH:49]=[N:50][C:44]=3[NH:43][C:42]2=[O:56])[CH2:38][CH2:37][O:36][CH2:35][CH2:34]1. No catalyst specified. The product is [ClH:32].[CH3:1][O:2][C:3]1[C:4]([O:12][CH2:13][CH2:14][CH3:15])=[C:5]([CH:9]=[CH:10][CH:11]=1)[CH2:6][N:7]([CH3:8])[C:53](=[O:55])/[CH:52]=[CH:51]/[C:48]1[CH:49]=[N:50][C:44]2[NH:43][C:42](=[O:56])[N:41]([CH2:40][CH2:39][N:33]3[CH2:34][CH2:35][O:36][CH2:37][CH2:38]3)[CH2:46][C:45]=2[CH:47]=1. The yield is 0.350.